Predict the product of the given reaction. From a dataset of Forward reaction prediction with 1.9M reactions from USPTO patents (1976-2016). (1) Given the reactants [CH2:1]([O:8][C:9]1[C:10]([O:19][CH3:20])=[C:11](CC(O)=O)[CH:12]=[CH:13][CH:14]=1)[C:2]1[CH:7]=[CH:6][CH:5]=[CH:4][CH:3]=1.CN(C=O)C.[C:26](Cl)(=O)[C:27]([Cl:29])=[O:28], predict the reaction product. The product is: [CH2:1]([O:8][C:9]1[CH:14]=[C:13]([CH2:26][C:27]([Cl:29])=[O:28])[CH:12]=[CH:11][C:10]=1[O:19][CH3:20])[C:2]1[CH:3]=[CH:4][CH:5]=[CH:6][CH:7]=1. (2) Given the reactants C(OC([N:8]([CH2:43][CH2:44][CH2:45][C:46]1[CH:51]=[CH:50][CH:49]=[CH:48][CH:47]=1)[CH2:9][CH2:10][CH2:11][O:12][C:13]1[C:14]([O:41][CH3:42])=[C:15]([C@@H:19]2[C:25]3[CH:26]=[C:27]([Cl:30])[CH:28]=[CH:29][C:24]=3[N:23]([CH2:31][C:32]([CH3:35])([CH3:34])[CH3:33])[C:22](=[O:36])[C@@H:21]([CH2:37][C:38](O)=[O:39])[O:20]2)[CH:16]=[CH:17][CH:18]=1)=O)(C)(C)C.[CH3:52][O:53][C:54]1[CH:61]=[CH:60][CH:59]=[CH:58][C:55]=1[CH2:56][NH2:57], predict the reaction product. The product is: [ClH:30].[Cl:30][C:27]1[CH:28]=[CH:29][C:24]2[N:23]([CH2:31][C:32]([CH3:34])([CH3:35])[CH3:33])[C:22](=[O:36])[C@@H:21]([CH2:37][C:38]([NH:57][CH2:56][C:55]3[CH:58]=[CH:59][CH:60]=[CH:61][C:54]=3[O:53][CH3:52])=[O:39])[O:20][C@H:19]([C:15]3[CH:16]=[CH:17][CH:18]=[C:13]([O:12][CH2:11][CH2:10][CH2:9][NH:8][CH2:43][CH2:44][CH2:45][C:46]4[CH:47]=[CH:48][CH:49]=[CH:50][CH:51]=4)[C:14]=3[O:41][CH3:42])[C:25]=2[CH:26]=1. (3) Given the reactants [Cl:1][C:2]1[N:3]=[CH:4][C:5]2[CH:10]=[CH:9][NH:8][C:6]=2[N:7]=1.C(=O)([O-])[O-].[K+].[K+].CC1C=CC(S(O[CH2:28][CH:29]2[CH2:33][O:32][C:31]([CH3:35])([CH3:34])[O:30]2)(=O)=O)=CC=1, predict the reaction product. The product is: [Cl:1][C:2]1[N:3]=[CH:4][C:5]2[CH:10]=[CH:9][N:8]([CH2:28][CH:29]3[CH2:33][O:32][C:31]([CH3:35])([CH3:34])[O:30]3)[C:6]=2[N:7]=1. (4) Given the reactants C(O)C.C([O-])(O)=O.[Na+].[OH:9][C:10]1[CH:11]=[C:12]([CH:15]=[CH:16][C:17]=1[OH:18])[CH:13]=O.Cl.[CH3:20][O:21][C:22](=[O:27])[C@H:23]([CH2:25][SH:26])[NH2:24], predict the reaction product. The product is: [OH:9][C:10]1[CH:11]=[C:12]([CH:13]2[NH:24][C@H:23]([C:22]([O:21][CH3:20])=[O:27])[CH2:25][S:26]2)[CH:15]=[CH:16][C:17]=1[OH:18]. (5) Given the reactants [Cl-].[NH4+].[C:3]([C:5]1[NH:9][CH:8]=[C:7]([C:10]([O:12][CH2:13][CH3:14])=[O:11])[C:6]=1[C:15]1[CH:20]=[CH:19][C:18]([N+:21]([O-])=O)=[C:17]([F:24])[CH:16]=1)#[N:4], predict the reaction product. The product is: [NH2:21][C:18]1[CH:19]=[CH:20][C:15]([C:6]2[C:7]([C:10]([O:12][CH2:13][CH3:14])=[O:11])=[CH:8][NH:9][C:5]=2[C:3]#[N:4])=[CH:16][C:17]=1[F:24]. (6) Given the reactants Cl[CH:2]([C:10]1[CH:15]=[CH:14][CH:13]=[CH:12][CH:11]=1)[CH:3]1[CH2:8][CH2:7][N:6]([CH3:9])[CH2:5][CH2:4]1.N1CCNCC1.C([O-])([O-])=[O:23].[K+].[K+], predict the reaction product. The product is: [CH3:9][N:6]1[CH2:7][CH2:8][CH:3]([C:2]([C:10]2[CH:15]=[CH:14][CH:13]=[CH:12][CH:11]=2)=[O:23])[CH2:4][CH2:5]1. (7) Given the reactants [NH2:1][C:2]1[CH:7]=[N:6][C:5](Br)=[CH:4][N:3]=1.[CH2:9]([O:16][C:17]1[CH:18]=[C:19](B2OC(C)(C)C(C)(C)O2)[CH:20]=[CH:21][C:22]=1[C:23]([CH3:26])([CH3:25])[CH3:24])[C:10]1[CH:15]=[CH:14][CH:13]=[CH:12][CH:11]=1.C([O-])([O-])=O.[K+].[K+].C(Cl)Cl, predict the reaction product. The product is: [CH2:9]([O:16][C:17]1[CH:18]=[C:19]([C:5]2[N:6]=[CH:7][C:2]([NH2:1])=[N:3][CH:4]=2)[CH:20]=[CH:21][C:22]=1[C:23]([CH3:26])([CH3:25])[CH3:24])[C:10]1[CH:11]=[CH:12][CH:13]=[CH:14][CH:15]=1. (8) Given the reactants [NH2:1][C:2]1[C:10]2[CH2:9][CH2:8][N:7]([C:11]3[CH:16]=[CH:15][CH:14]=[CH:13][CH:12]=3)[C:6](=[O:17])[C:5]=2[NH:4][N:3]=1.[C:18](=[O:21])([O-])[O-].[K+].[K+].ClC[CH2:26][C:27]([N:29]1[CH2:34][CH2:33][N:32]([C:35]2[CH:40]=[CH:39][C:38]([CH3:41])=[CH:37][C:36]=2[CH3:42])[CH2:31][CH2:30]1)=O, predict the reaction product. The product is: [NH2:1][C:2]1[C:10]2[CH2:9][CH2:8][N:7]([C:11]3[CH:16]=[CH:15][CH:14]=[CH:13][CH:12]=3)[C:6](=[O:17])[C:5]=2[N:4]([C:18](=[O:21])[CH2:26][CH2:27][N:29]2[CH2:34][CH2:33][N:32]([C:35]3[CH:40]=[CH:39][C:38]([CH3:41])=[CH:37][C:36]=3[CH3:42])[CH2:31][CH2:30]2)[N:3]=1. (9) Given the reactants [F:1][C:2]1[CH:7]=[CH:6][C:5]([N+:8]([O-:10])=[O:9])=[CH:4][CH:3]=1.Cl[CH2:12][S:13]([C:16]1[C:25]2[C:20](=[CH:21][CH:22]=[CH:23][CH:24]=2)[CH:19]=[CH:18][CH:17]=1)(=[O:15])=[O:14].CC([O-])(C)C.[K+], predict the reaction product. The product is: [F:1][C:2]1[CH:7]=[CH:6][C:5]([N+:8]([O-:10])=[O:9])=[C:4]([CH:3]=1)[CH2:12][S:13]([C:16]1[C:25]2[C:20](=[CH:21][CH:22]=[CH:23][CH:24]=2)[CH:19]=[CH:18][CH:17]=1)(=[O:14])=[O:15]. (10) Given the reactants O[C:2]1([CH:8]=[O:9])[CH:7]=[CH:6][CH:5]=[CH:4][NH:3]1.I[CH2:11][CH2:12][CH2:13][CH3:14].C(=O)([O-])[O-:16].[K+].[K+].C(OCC)(=O)C, predict the reaction product. The product is: [CH2:11]([O:16][C:7]1[C:2]([CH:8]=[O:9])=[N:3][CH:4]=[CH:5][CH:6]=1)[CH2:12][CH2:13][CH3:14].